From a dataset of Forward reaction prediction with 1.9M reactions from USPTO patents (1976-2016). Predict the product of the given reaction. (1) Given the reactants [O:1]1[C:7]2[CH:8]=[CH:9][CH:10]=[CH:11][C:6]=2[NH:5][CH2:4][CH2:3][CH2:2]1.[C:12](O[C:12]([O:14][C:15]([CH3:18])([CH3:17])[CH3:16])=[O:13])([O:14][C:15]([CH3:18])([CH3:17])[CH3:16])=[O:13], predict the reaction product. The product is: [O:1]1[C:7]2[CH:8]=[CH:9][CH:10]=[CH:11][C:6]=2[N:5]([C:12]([O:14][C:15]([CH3:18])([CH3:17])[CH3:16])=[O:13])[CH2:4][CH2:3][CH2:2]1. (2) The product is: [CH2:1]([S:13][C:9]1[NH:8][C:7](=[O:14])[CH:6]([O:5][CH3:4])[C:11](=[O:12])[N:10]=1)[CH3:2]. Given the reactants [CH2:1](I)[CH3:2].[CH3:4][O:5][CH:6]1[C:11](=[O:12])[NH:10][C:9](=[S:13])[NH:8][C:7]1=[O:14].[OH-].[Na+], predict the reaction product. (3) Given the reactants [NH2:1][C:2]1[CH:10]=[C:9]([O:11][CH3:12])[CH:8]=[C:7]([O:13][CH3:14])[C:3]=1[C:4]([NH2:6])=[O:5].C([Si](C)(C)[O:20][CH2:21][CH2:22][O:23][C:24]1[CH:25]=[C:26]([CH:29]=[C:30]([CH3:32])[CH:31]=1)[CH:27]=O)(C)(C)C.S([O-])(O)=O.[Na+].C1(C)C=CC(S(O)(=O)=O)=CC=1, predict the reaction product. The product is: [OH:20][CH2:21][CH2:22][O:23][C:24]1[CH:25]=[C:26]([C:27]2[NH:6][C:4](=[O:5])[C:3]3[C:2](=[CH:10][C:9]([O:11][CH3:12])=[CH:8][C:7]=3[O:13][CH3:14])[N:1]=2)[CH:29]=[C:30]([CH3:32])[CH:31]=1. (4) Given the reactants [OH:1][C:2]1[CH:9]=[C:8]([O:10][CH3:11])[CH:7]=[CH:6][C:3]=1[CH:4]=[O:5].[C:12]([O:16][C:17](O[C:17]([O:16][C:12]([CH3:15])([CH3:14])[CH3:13])=[O:18])=[O:18])([CH3:15])([CH3:14])[CH3:13], predict the reaction product. The product is: [C:17](=[O:18])([O:1][C:2]1[CH:9]=[C:8]([O:10][CH3:11])[CH:7]=[CH:6][C:3]=1[CH:4]=[O:5])[O:16][C:12]([CH3:15])([CH3:14])[CH3:13]. (5) The product is: [CH:1]1([CH2:4][NH:5][C:13]2[C:14]([S:23][CH3:24])=[N:15][N:16]3[C:21]([I:22])=[CH:20][CH:19]=[CH:18][C:17]=23)[CH2:2][CH2:3]1. Given the reactants [CH:1]1([CH2:4][N:5]([C:13]2[C:14]([S:23][CH3:24])=[N:15][N:16]3[C:21]([I:22])=[CH:20][CH:19]=[CH:18][C:17]=23)C(=O)OC(C)(C)C)[CH2:3][CH2:2]1.Cl.C(OCC)(=O)C.C(=O)(O)[O-].[Na+], predict the reaction product. (6) Given the reactants [C:1]([O:5][C:6]([N:8]1[CH2:12][CH2:11][CH2:10][CH:9]1[C:13]1[NH:17][C:16]2[C:18]3[C:23]([CH2:24][CH2:25][C:15]=2[N:14]=1)=[CH:22][C:21](Br)=[CH:20][CH:19]=3)=[O:7])([CH3:4])([CH3:3])[CH3:2].[CH3:27][C:28]1([CH3:44])[C:32]([CH3:34])([CH3:33])[O:31][B:30]([B:30]2[O:31][C:32]([CH3:34])([CH3:33])[C:28]([CH3:44])([CH3:27])[O:29]2)[O:29]1, predict the reaction product. The product is: [C:1]([O:5][C:6]([N:8]1[CH2:12][CH2:11][CH2:10][CH:9]1[C:13]1[NH:17][C:16]2[C:18]3[C:23]([CH2:24][CH2:25][C:15]=2[N:14]=1)=[CH:22][C:21]([B:30]1[O:31][C:32]([CH3:34])([CH3:33])[C:28]([CH3:44])([CH3:27])[O:29]1)=[CH:20][CH:19]=3)=[O:7])([CH3:4])([CH3:3])[CH3:2]. (7) Given the reactants [F:1][CH:2]([F:27])[C:3]1[CH:7]=[C:6]([CH:8]([F:10])[F:9])[N:5]([CH2:11][C:12]([N:14]2[CH2:19][CH2:18][CH:17]([C:20]3[S:21][CH:22]=[C:23]([CH:25]=O)[N:24]=3)[CH2:16][CH2:15]2)=[O:13])[N:4]=1.[NH2:28][OH:29], predict the reaction product. The product is: [F:1][CH:2]([F:27])[C:3]1[CH:7]=[C:6]([CH:8]([F:10])[F:9])[N:5]([CH2:11][C:12]([N:14]2[CH2:19][CH2:18][CH:17]([C:20]3[S:21][CH:22]=[C:23]([CH:25]=[N:28][OH:29])[N:24]=3)[CH2:16][CH2:15]2)=[O:13])[N:4]=1. (8) Given the reactants Br[C:2]1[S:6][CH:5]=[C:4]([C:7]([OH:9])=[O:8])[CH:3]=1.[C:10]1(B(O)O)[CH:15]=[CH:14][CH:13]=[CH:12][CH:11]=1.C(=O)([O-])[O-].[Cs+].[Cs+], predict the reaction product. The product is: [C:10]1([C:2]2[S:6][CH:5]=[C:4]([C:7]([OH:9])=[O:8])[CH:3]=2)[CH:15]=[CH:14][CH:13]=[CH:12][CH:11]=1. (9) Given the reactants [CH:1]1([CH:7]([C:18]2[O:19][C:20]([C:24]3[CH:29]=[CH:28][C:27]([C:30]([F:33])([F:32])[F:31])=[CH:26][CH:25]=3)=[CH:21][C:22]=2[CH3:23])[O:8][C:9]2[CH:17]=[CH:16][C:12]([C:13](O)=[O:14])=[CH:11][CH:10]=2)[CH2:6][CH2:5][CH2:4][CH2:3][CH2:2]1.[CH3:34][NH:35][CH2:36][CH2:37][C:38]([O:40]CC)=[O:39].Cl.C(N=C=NCCCN(C)C)C.O.OC1C2N=NNC=2C=CC=1, predict the reaction product. The product is: [CH:1]1([CH:7]([C:18]2[O:19][C:20]([C:24]3[CH:29]=[CH:28][C:27]([C:30]([F:33])([F:31])[F:32])=[CH:26][CH:25]=3)=[CH:21][C:22]=2[CH3:23])[O:8][C:9]2[CH:10]=[CH:11][C:12]([C:13]([N:35]([CH3:34])[CH2:36][CH2:37][C:38]([OH:40])=[O:39])=[O:14])=[CH:16][CH:17]=2)[CH2:6][CH2:5][CH2:4][CH2:3][CH2:2]1. (10) Given the reactants Br[C:2]1[C:3]([C:9]#[N:10])=[N:4][C:5]([CH3:8])=[CH:6][CH:7]=1.[NH:11]1[CH:15]=[CH:14][N:13]=[N:12]1.C([O-])([O-])=O.[K+].[K+], predict the reaction product. The product is: [CH3:8][C:5]1[N:4]=[C:3]([C:9]#[N:10])[C:2]([N:12]2[N:13]=[CH:14][CH:15]=[N:11]2)=[CH:7][CH:6]=1.